Dataset: Forward reaction prediction with 1.9M reactions from USPTO patents (1976-2016). Task: Predict the product of the given reaction. (1) Given the reactants [CH3:1][O:2][C:3]1[CH:15]=[CH:14][C:6]([CH2:7][NH:8][C:9]2[S:10][CH:11]=[CH:12][N:13]=2)=[CH:5][CH:4]=1.C[Si]([N-][Si](C)(C)C)(C)C.[Li+].[Cl:26][C:27]1[CH:28]=[CH:29][C:30]([O:59][CH3:60])=[C:31]([C:33]2[C:42]3[C:37](=[CH:38][C:39]([S:43](OC4C(F)=C(F)C(F)=C(F)C=4F)(=[O:45])=[O:44])=[CH:40][CH:41]=3)[C:36](=[O:58])[NH:35][N:34]=2)[CH:32]=1, predict the reaction product. The product is: [Cl:26][C:27]1[CH:28]=[CH:29][C:30]([O:59][CH3:60])=[C:31]([C:33]2[C:42]3[C:37](=[CH:38][C:39]([S:43]([N:8]([CH2:7][C:6]4[CH:5]=[CH:4][C:3]([O:2][CH3:1])=[CH:15][CH:14]=4)[C:9]4[S:10][CH:11]=[CH:12][N:13]=4)(=[O:45])=[O:44])=[CH:40][CH:41]=3)[C:36](=[O:58])[NH:35][N:34]=2)[CH:32]=1. (2) Given the reactants C([O:5][C:6](=[O:29])[CH2:7][N:8]1[C:16]2[C:11](=[CH:12][C:13]([CH3:17])=[CH:14][CH:15]=2)[C:10]([CH:18]2[C:22]3[CH:23]=[CH:24][CH:25]=[CH:26][C:21]=3[S:20](=[O:28])(=[O:27])[NH:19]2)=[CH:9]1)(C)(C)C.Br[CH:31]([CH3:34])[C:32]#[N:33], predict the reaction product. The product is: [C:32]([CH:31]([CH3:34])[N:19]1[CH:18]([C:10]2[C:11]3[C:16](=[CH:15][CH:14]=[C:13]([CH3:17])[CH:12]=3)[N:8]([CH2:7][C:6]([OH:5])=[O:29])[CH:9]=2)[C:22]2[CH:23]=[CH:24][CH:25]=[CH:26][C:21]=2[S:20]1(=[O:28])=[O:27])#[N:33]. (3) Given the reactants [H-].[Na+].[OH:3][C:4]1[CH:9]=[CH:8][CH:7]=[CH:6][C:5]=1[C:10](=[O:12])[CH3:11].[CH3:13][O:14][CH2:15]Cl.C(=O)([O-])O.[Na+], predict the reaction product. The product is: [CH3:13][O:14][CH2:15][O:3][C:4]1[CH:9]=[CH:8][CH:7]=[CH:6][C:5]=1[C:10](=[O:12])[CH3:11].